Dataset: NCI-60 drug combinations with 297,098 pairs across 59 cell lines. Task: Regression. Given two drug SMILES strings and cell line genomic features, predict the synergy score measuring deviation from expected non-interaction effect. (1) Drug 1: C1CCN(CC1)CCOC2=CC=C(C=C2)C(=O)C3=C(SC4=C3C=CC(=C4)O)C5=CC=C(C=C5)O. Drug 2: C1CN(CCN1C(=O)CCBr)C(=O)CCBr. Cell line: DU-145. Synergy scores: CSS=15.1, Synergy_ZIP=-6.06, Synergy_Bliss=-0.368, Synergy_Loewe=-2.80, Synergy_HSA=-2.67. (2) Drug 1: CC(C1=C(C=CC(=C1Cl)F)Cl)OC2=C(N=CC(=C2)C3=CN(N=C3)C4CCNCC4)N. Drug 2: C1=C(C(=O)NC(=O)N1)F. Cell line: LOX IMVI. Synergy scores: CSS=29.4, Synergy_ZIP=-5.12, Synergy_Bliss=-7.80, Synergy_Loewe=-5.90, Synergy_HSA=-5.22. (3) Drug 1: CN(C)N=NC1=C(NC=N1)C(=O)N. Drug 2: C1=C(C(=O)NC(=O)N1)F. Cell line: SNB-75. Synergy scores: CSS=25.1, Synergy_ZIP=3.72, Synergy_Bliss=5.25, Synergy_Loewe=-1.34, Synergy_HSA=3.72. (4) Drug 1: CC1CCC2CC(C(=CC=CC=CC(CC(C(=O)C(C(C(=CC(C(=O)CC(OC(=O)C3CCCCN3C(=O)C(=O)C1(O2)O)C(C)CC4CCC(C(C4)OC)O)C)C)O)OC)C)C)C)OC. Drug 2: CCC1=C2CN3C(=CC4=C(C3=O)COC(=O)C4(CC)O)C2=NC5=C1C=C(C=C5)O. Cell line: MOLT-4. Synergy scores: CSS=44.3, Synergy_ZIP=-1.18, Synergy_Bliss=-1.24, Synergy_Loewe=-27.2, Synergy_HSA=0.384. (5) Drug 1: CC1=C2C(C(=O)C3(C(CC4C(C3C(C(C2(C)C)(CC1OC(=O)C(C(C5=CC=CC=C5)NC(=O)C6=CC=CC=C6)O)O)OC(=O)C7=CC=CC=C7)(CO4)OC(=O)C)O)C)OC(=O)C. Drug 2: CCN(CC)CCNC(=O)C1=C(NC(=C1C)C=C2C3=C(C=CC(=C3)F)NC2=O)C. Cell line: LOX IMVI. Synergy scores: CSS=34.6, Synergy_ZIP=4.08, Synergy_Bliss=5.85, Synergy_Loewe=7.86, Synergy_HSA=8.58. (6) Synergy scores: CSS=52.9, Synergy_ZIP=14.9, Synergy_Bliss=15.0, Synergy_Loewe=-0.267, Synergy_HSA=13.6. Drug 1: CC1=C(C=C(C=C1)NC2=NC=CC(=N2)N(C)C3=CC4=NN(C(=C4C=C3)C)C)S(=O)(=O)N.Cl. Drug 2: COC1=C(C=C2C(=C1)N=CN=C2NC3=CC(=C(C=C3)F)Cl)OCCCN4CCOCC4. Cell line: SK-OV-3. (7) Synergy scores: CSS=42.2, Synergy_ZIP=-4.70, Synergy_Bliss=-3.06, Synergy_Loewe=-0.208, Synergy_HSA=1.13. Drug 1: C1CN1C2=NC(=NC(=N2)N3CC3)N4CC4. Cell line: OVCAR3. Drug 2: COC1=C(C=C2C(=C1)N=CN=C2NC3=CC(=C(C=C3)F)Cl)OCCCN4CCOCC4. (8) Drug 1: C1=C(C(=O)NC(=O)N1)F. Drug 2: CCC1=C2CN3C(=CC4=C(C3=O)COC(=O)C4(CC)O)C2=NC5=C1C=C(C=C5)O. Cell line: SK-MEL-28. Synergy scores: CSS=30.9, Synergy_ZIP=1.02, Synergy_Bliss=1.37, Synergy_Loewe=3.59, Synergy_HSA=4.79. (9) Drug 1: CN1CCC(CC1)COC2=C(C=C3C(=C2)N=CN=C3NC4=C(C=C(C=C4)Br)F)OC. Drug 2: CC1=CC=C(C=C1)C2=CC(=NN2C3=CC=C(C=C3)S(=O)(=O)N)C(F)(F)F. Cell line: BT-549. Synergy scores: CSS=-1.23, Synergy_ZIP=0.762, Synergy_Bliss=1.96, Synergy_Loewe=-0.340, Synergy_HSA=-0.258. (10) Synergy scores: CSS=-1.51, Synergy_ZIP=2.48, Synergy_Bliss=2.93, Synergy_Loewe=-1.21, Synergy_HSA=-0.942. Drug 2: C1CC(=O)NC(=O)C1N2C(=O)C3=CC=CC=C3C2=O. Drug 1: C1=CN(C=N1)CC(O)(P(=O)(O)O)P(=O)(O)O. Cell line: T-47D.